From a dataset of Peptide-MHC class I binding affinity with 185,985 pairs from IEDB/IMGT. Regression. Given a peptide amino acid sequence and an MHC pseudo amino acid sequence, predict their binding affinity value. This is MHC class I binding data. (1) The peptide sequence is RRYILAPKG. The MHC is HLA-B27:05 with pseudo-sequence HLA-B27:05. The binding affinity (normalized) is 0.640. (2) The peptide sequence is ASLTPKAQR. The MHC is HLA-A03:01 with pseudo-sequence HLA-A03:01. The binding affinity (normalized) is 0.284.